This data is from Reaction yield outcomes from USPTO patents with 853,638 reactions. The task is: Predict the reaction yield, written as a fraction of the theoretical maximum amount of product (1.0 means a 100% yield; for example, 0.34 means a 34% yield). The reactants are [C:1]([O:5][C:6]([NH:8][CH2:9][CH2:10][CH:11]([OH:15])[C:12]([OH:14])=[O:13])=[O:7])([CH3:4])([CH3:3])[CH3:2].[CH3:16]CN=C=NCCCN(C)C.C1C=CC2N(O)N=NC=2C=1.CCN(C(C)C)C(C)C. The catalyst is CO. The product is [C:1]([O:5][C:6]([NH:8][CH2:9][CH2:10][CH:11]([OH:15])[C:12]([O:14][CH3:16])=[O:13])=[O:7])([CH3:4])([CH3:2])[CH3:3]. The yield is 0.710.